From a dataset of Reaction yield outcomes from USPTO patents with 853,638 reactions. Predict the reaction yield, written as a fraction of the theoretical maximum amount of product (1.0 means a 100% yield; for example, 0.34 means a 34% yield). (1) The reactants are Cl[C:2]1[C:3]2[N:11]=[C:10]([C:12]3[CH:17]=[CH:16][C:15]([F:18])=[CH:14][CH:13]=3)[S:9][C:4]=2[N:5]=[C:6]([CH3:8])[N:7]=1.C(N(CC)CC)C.[Cl:26][C:27]1[CH:42]=[CH:41][C:30]([O:31][CH2:32][C:33]([N:35]2[CH2:40][CH2:39][NH:38][CH2:37][CH2:36]2)=[O:34])=[CH:29][CH:28]=1. The catalyst is O1CCOCC1. The product is [Cl:26][C:27]1[CH:28]=[CH:29][C:30]([O:31][CH2:32][C:33]([N:35]2[CH2:40][CH2:39][N:38]([C:2]3[C:3]4[N:11]=[C:10]([C:12]5[CH:17]=[CH:16][C:15]([F:18])=[CH:14][CH:13]=5)[S:9][C:4]=4[N:5]=[C:6]([CH3:8])[N:7]=3)[CH2:37][CH2:36]2)=[O:34])=[CH:41][CH:42]=1. The yield is 0.750. (2) The reactants are Br[C:2]1[CH:3]=[CH:4][C:5]2[O:6][CH2:7][CH2:8][N:9]([S:12]([C:15]3[CH:16]=[C:17]([CH3:21])[CH:18]=[CH:19][CH:20]=3)(=[O:14])=[O:13])[C:10]=2[N:11]=1.C(=[NH:35])(C1C=CC=CC=1)C1C=CC=CC=1.CC(C)([O-])C.[Na+].CC1(C)C2C(=C(P(C3C=CC=CC=3)C3C=CC=CC=3)C=CC=2)OC2C(P(C3C=CC=CC=3)C3C=CC=CC=3)=CC=CC1=2. The catalyst is O1CCOCC1.C1C=CC(/C=C/C(/C=C/C2C=CC=CC=2)=O)=CC=1.C1C=CC(/C=C/C(/C=C/C2C=CC=CC=2)=O)=CC=1.C1C=CC(/C=C/C(/C=C/C2C=CC=CC=2)=O)=CC=1.[Pd].[Pd]. The product is [C:17]1([CH3:21])[CH:18]=[CH:19][CH:20]=[C:15]([S:12]([N:9]2[CH2:8][CH2:7][O:6][C:5]3[CH:4]=[CH:3][C:2]([NH2:35])=[N:11][C:10]2=3)(=[O:14])=[O:13])[CH:16]=1. The yield is 0.320. (3) The reactants are [Br:1][C:2]1[CH:7]=[CH:6][C:5]([S:8](Cl)(=[O:10])=[O:9])=[CH:4][CH:3]=1.[NH2:12][C@@H:13]([C:17]([O:19][C:20]([CH3:23])([CH3:22])[CH3:21])=[O:18])[CH:14]([CH3:16])[CH3:15].CCN(C(C)C)C(C)C. The catalyst is C(Cl)Cl. The product is [C:20]([O:19][C:17](=[O:18])[CH:13]([NH:12][S:8]([C:5]1[CH:6]=[CH:7][C:2]([Br:1])=[CH:3][CH:4]=1)(=[O:10])=[O:9])[CH:14]([CH3:15])[CH3:16])([CH3:22])([CH3:21])[CH3:23]. The yield is 1.00. (4) The catalyst is C1C=CC([P]([Pd]([P](C2C=CC=CC=2)(C2C=CC=CC=2)C2C=CC=CC=2)([P](C2C=CC=CC=2)(C2C=CC=CC=2)C2C=CC=CC=2)[P](C2C=CC=CC=2)(C2C=CC=CC=2)C2C=CC=CC=2)(C2C=CC=CC=2)C2C=CC=CC=2)=CC=1.CCO. The product is [F:24][C:25]1[CH:30]=[CH:29][CH:28]=[CH:27][C:26]=1[C:7]1[C:8](=[O:15])[N:9]2[C:13](=[C:5]([C:3]([OH:2])=[O:4])[CH:6]=1)[CH2:12][CH2:11][CH:10]2[CH3:14]. The reactants are C[O:2][C:3]([C:5]1[CH:6]=[C:7](OS(C(F)(F)F)(=O)=O)[C:8](=[O:15])[N:9]2[C:13]=1[CH2:12][CH2:11][CH:10]2[CH3:14])=[O:4].[F:24][C:25]1[CH:30]=[CH:29][CH:28]=[CH:27][C:26]=1B(O)O.C(=O)([O-])[O-].[Na+].[Na+].C1(C)C=CC=CC=1. The yield is 0.530. (5) The reactants are [CH3:1][C:2]1([CH3:26])[C:7]2[CH:8]=[CH:9][C:10]([NH:12][C:13]([C:15]3[CH:20]=[CH:19][C:18]([C:21](O)=[O:22])=[CH:17][CH:16]=3)=[O:14])=[CH:11][C:6]=2[C:5]([CH3:25])([CH3:24])[CH2:4][CH2:3]1.C(N(CC)CC)C.ClC(OC)=O.[BH4-].[Na+].[Cl-].[NH4+]. The catalyst is O1CCCC1.O. The product is [OH:22][CH2:21][C:18]1[CH:19]=[CH:20][C:15]([C:13]([NH:12][C:10]2[CH:9]=[CH:8][C:7]3[C:2]([CH3:26])([CH3:1])[CH2:3][CH2:4][C:5]([CH3:25])([CH3:24])[C:6]=3[CH:11]=2)=[O:14])=[CH:16][CH:17]=1. The yield is 0.940. (6) The yield is 0.890. The product is [NH:2]([C:5]([NH:4][C:7]1[CH:8]=[C:9]([CH:15]=[CH:16][CH:17]=1)[C:10]([O:12][CH2:13][CH3:14])=[O:11])=[S:6])[NH2:3]. The reactants are O.[NH2:2][NH2:3].[N:4]([C:7]1[CH:8]=[C:9]([CH:15]=[CH:16][CH:17]=1)[C:10]([O:12][CH2:13][CH3:14])=[O:11])=[C:5]=[S:6]. The catalyst is C(O)C. (7) The reactants are [N:1]1([C:6]2[CH:11]=[CH:10][C:9](B3OC(C)(C)C(C)(C)O3)=[CH:8][N:7]=2)[CH:5]=[CH:4][CH:3]=[N:2]1.Cl[C:22]1[N:23]=[C:24]2[C:29](=[CH:30][CH:31]=1)[N:28]=[CH:27][C:26]1[CH:32]=[CH:33][C:34](=[O:46])[N:35]([C:36]3[CH:41]=[CH:40][CH:39]=[C:38]([C:42]([F:45])([F:44])[F:43])[CH:37]=3)[C:25]2=1.C(=O)([O-])[O-].[Na+].[Na+]. The catalyst is C1(P(C2C=CC=CC=2)C2C=CC=CC=2)C=CC=CC=1.C1(P(C2C=CC=CC=2)C2C=CC=CC=2)C=CC=CC=1.C1(P(C2C=CC=CC=2)C2C=CC=CC=2)C=CC=CC=1.C1(P(C2C=CC=CC=2)C2C=CC=CC=2)C=CC=CC=1.[Pd]. The product is [N:1]1([C:6]2[N:7]=[CH:8][C:9]([C:22]3[N:23]=[C:24]4[C:29](=[CH:30][CH:31]=3)[N:28]=[CH:27][C:26]3[CH:32]=[CH:33][C:34](=[O:46])[N:35]([C:36]5[CH:41]=[CH:40][CH:39]=[C:38]([C:42]([F:44])([F:43])[F:45])[CH:37]=5)[C:25]4=3)=[CH:10][CH:11]=2)[CH:5]=[CH:4][CH:3]=[N:2]1. The yield is 0.752.